Dataset: Peptide-MHC class II binding affinity with 134,281 pairs from IEDB. Task: Regression. Given a peptide amino acid sequence and an MHC pseudo amino acid sequence, predict their binding affinity value. This is MHC class II binding data. (1) The peptide sequence is VTMNDVKIEYSGTNN. The MHC is DRB1_1501 with pseudo-sequence DRB1_1501. The binding affinity (normalized) is 0.379. (2) The peptide sequence is GRSEFAYGSFVRTVS. The MHC is DRB4_0101 with pseudo-sequence DRB4_0103. The binding affinity (normalized) is 0.168. (3) The peptide sequence is SARLRLLRDRLVEGV. The MHC is DRB5_0101 with pseudo-sequence DRB5_0101. The binding affinity (normalized) is 0.593. (4) The MHC is HLA-DPA10103-DPB10301 with pseudo-sequence HLA-DPA10103-DPB10301. The binding affinity (normalized) is 0. The peptide sequence is GLNITGVTCGPGHGI. (5) The peptide sequence is SAHGSGREVIDAMCH. The MHC is HLA-DQA10501-DQB10302 with pseudo-sequence HLA-DQA10501-DQB10302. The binding affinity (normalized) is 0.414. (6) The peptide sequence is SGVAWLVVDPTTLFW. The MHC is DRB1_1501 with pseudo-sequence DRB1_1501. The binding affinity (normalized) is 0.557. (7) The peptide sequence is GVWTFDSEEPLQGPF. The MHC is HLA-DPA10301-DPB10402 with pseudo-sequence HLA-DPA10301-DPB10402. The binding affinity (normalized) is 0.570. (8) The peptide sequence is QIHQYIMALREEYFD. The MHC is H-2-IAb with pseudo-sequence H-2-IAb. The binding affinity (normalized) is 0.0496.